Dataset: Forward reaction prediction with 1.9M reactions from USPTO patents (1976-2016). Task: Predict the product of the given reaction. Given the reactants [O:1]=[C:2]1[CH2:7][CH2:6][S:5][CH2:4][CH:3]1[C:8]([O:10][CH3:11])=[O:9].[BH4-].[Na+], predict the reaction product. The product is: [OH:1][CH:2]1[CH2:7][CH2:6][S:5][CH2:4][CH:3]1[C:8]([O:10][CH3:11])=[O:9].